From a dataset of Full USPTO retrosynthesis dataset with 1.9M reactions from patents (1976-2016). Predict the reactants needed to synthesize the given product. (1) Given the product [CH2:6]([C:5]1[C:8]2[C:32](=[CH:4][CH:5]=[CH:6][CH:7]=2)[NH:29][C:4]=1[Si:3]([CH2:1][CH3:2])([CH2:13][CH3:14])[CH2:15][CH3:16])[C:7]1[CH:12]=[CH:11][CH:10]=[CH:9][CH:8]=1, predict the reactants needed to synthesize it. The reactants are: [CH2:1]([Si:3]([CH2:15][CH3:16])([CH2:13][CH3:14])[C:4]#[C:5][CH2:6][C:7]1[CH:12]=[CH:11][CH:10]=[CH:9][CH:8]=1)[CH3:2].[Cl-].[Li+].C(=O)([O-])[O-].[Na+].[Na+].C(Cl)Cl.C[N:29]([CH3:32])C=O. (2) Given the product [F:53][C:51]1([F:54])[CH2:52][CH:49]([C:47]#[C:48][C:27]2[CH:28]=[C:29]([C@@H:33]3[C@@H:37]([C:38]4[CH:39]=[C:40]([CH:43]=[CH:44][CH:45]=4)[C:41]#[N:42])[O:36][C:35](=[O:46])[NH:34]3)[CH:30]=[N:31][CH:32]=2)[CH2:50]1, predict the reactants needed to synthesize it. The reactants are: CN(C)CC#CC1C=C([C@@H]2[C@@H](C3C=CC=C(F)C=3)OC(=O)N2)C=NC=1.Br[C:27]1[CH:28]=[C:29]([C@@H:33]2[C@@H:37]([C:38]3[CH:39]=[C:40]([CH:43]=[CH:44][CH:45]=3)[C:41]#[N:42])[O:36][C:35](=[O:46])[NH:34]2)[CH:30]=[N:31][CH:32]=1.[C:47]([CH:49]1[CH2:52][C:51]([F:54])([F:53])[CH2:50]1)#[CH:48].